Predict the product of the given reaction. From a dataset of Forward reaction prediction with 1.9M reactions from USPTO patents (1976-2016). (1) Given the reactants Br[C:2]1[C:3]([CH:9]2[O:13][CH2:12][CH2:11][O:10]2)=[CH:4][C:5]([Cl:8])=[N:6][CH:7]=1.[Li]CCCC.[CH2:19]1[O:21][CH2:20]1.B(F)(F)F.CCOCC, predict the reaction product. The product is: [Cl:8][C:5]1[N:6]=[CH:7][C:2]([CH2:19][CH2:20][OH:21])=[C:3]([CH:9]2[O:13][CH2:12][CH2:11][O:10]2)[CH:4]=1. (2) Given the reactants CC(C)(C)C(OC[C@@H:7]1[C@@H:12]([O:13]C(=O)C(C)(C)C)[C@H:11]([O:20]C(=O)C(C)(C)C)[C@H:10]([O:27]C(=O)C(C)(C)C)[C@@H:9]([C:34]2[S:35][C:36]([C@@H]3[C@@H](OC(=O)C(C)(C)C)[C@@H](OC(=O)C(C)(C)C)[C@H](OC(=O)C(C)(C)C)[C@@H](COC(=O)C(C)(C)C)O3)=[CH:37][CH:38]=2)[O:8]1)=O.[CH3:76][O:77][Na].[CH3:79][OH:80], predict the reaction product. The product is: [OH:80][CH2:79][C@@H:7]1[C@@H:12]([OH:13])[C@H:11]([OH:20])[C@H:10]([OH:27])[C@@H:9]([C:37]2[CH:38]=[C:34]([C@@H:9]3[C@@H:10]([OH:27])[C@@H:11]([OH:20])[C@H:12]([OH:13])[C@@H:7]([CH2:76][OH:77])[O:8]3)[S:35][CH:36]=2)[O:8]1. (3) Given the reactants [Cl:1][C:2]1[C:3]([NH2:18])=[C:4]2[C:9](=[CH:10][CH:11]=1)[N:8]=[C:7]([N:12]1[CH2:17][CH2:16][O:15][CH2:14][CH2:13]1)[CH:6]=[CH:5]2.C([O-])([O-])=O.[K+].[K+].[Cl:25][CH2:26][C:27](Cl)=[O:28], predict the reaction product. The product is: [Cl:25][CH2:26][C:27]([NH:18][C:3]1[C:2]([Cl:1])=[CH:11][CH:10]=[C:9]2[C:4]=1[CH:5]=[CH:6][C:7]([N:12]1[CH2:13][CH2:14][O:15][CH2:16][CH2:17]1)=[N:8]2)=[O:28]. (4) Given the reactants [NH2:1][CH:2]([C:4]1[N:5]([C:14]2[CH:19]=[CH:18][CH:17]=[CH:16][CH:15]=2)[C:6](=[O:13])[C:7]2[S:12][CH:11]=[CH:10][C:8]=2[N:9]=1)[CH3:3].ClC([C:23]1[N:24]([C:33]2[CH:38]=[CH:37][CH:36]=[CH:35][CH:34]=2)C(=O)C2SC=CC=2N=1)C.CC(O)=O.[NH3:43].CO, predict the reaction product. The product is: [NH2:43][C:38]1[C:33]2[N:24]=[CH:23][N:1]([CH:2]([C:4]3[N:5]([C:14]4[CH:19]=[CH:18][CH:17]=[CH:16][CH:15]=4)[C:6](=[O:13])[C:7]4[S:12][CH:11]=[CH:10][C:8]=4[N:9]=3)[CH3:3])[C:34]=2[CH:35]=[CH:36][CH:37]=1. (5) Given the reactants C([O:3][C:4](=[O:35])[CH2:5][O:6][C:7]1[CH:12]=[CH:11][C:10]([O:13][CH2:14][CH2:15][CH:16]([O:18][C:19]2[CH:24]=[CH:23][C:22]([CH2:25][CH3:26])=[CH:21][C:20]=2[C:27](=[O:34])[C:28]2[CH:33]=[CH:32][CH:31]=[CH:30][CH:29]=2)[CH3:17])=[CH:9][CH:8]=1)C, predict the reaction product. The product is: [C:27]([C:20]1[CH:21]=[C:22]([CH2:25][CH3:26])[CH:23]=[CH:24][C:19]=1[O:18][CH:16]([CH3:17])[CH2:15][CH2:14][O:13][C:10]1[CH:11]=[CH:12][C:7]([O:6][CH2:5][C:4]([OH:35])=[O:3])=[CH:8][CH:9]=1)(=[O:34])[C:28]1[CH:29]=[CH:30][CH:31]=[CH:32][CH:33]=1. (6) Given the reactants [CH3:1][O:2][C:3]1[CH:4]=[C:5]([CH2:11][O:12][CH3:13])[CH:6]=[C:7]([O:9][CH3:10])[CH:8]=1.C([Li])CCC.C([O:22][B:23]([O:28]C(C)C)[O:24]C(C)C)(C)C.[Cl-].[NH4+], predict the reaction product. The product is: [CH3:10][O:9][C:7]1[CH:6]=[C:5]([CH2:11][O:12][CH3:13])[CH:4]=[C:3]([O:2][CH3:1])[C:8]=1[O:22][B:23]([OH:28])[OH:24]. (7) The product is: [OH:22][N:23]=[C:1]([C:4]1[CH:5]=[CH:6][C:7]([O:10][CH2:11][C:12]([O:14][CH3:15])=[O:13])=[N:8][CH:9]=1)[CH3:2]. Given the reactants [C:1]([C:4]1[CH:5]=[CH:6][C:7]([O:10][CH2:11][C:12]([O:14][CH3:15])=[O:13])=[N:8][CH:9]=1)(=O)[CH3:2].C([O-])(=O)C.[Na+].[Cl-].[OH:22][NH3+:23], predict the reaction product. (8) Given the reactants [C:1]([C@@H:5]1[CH2:10][CH2:9][C@H:8]([C:11]([NH:13][CH:14]([C:17]2[C:18](=[O:33])[NH:19][C:20]([C:23]3[C:32]4[C:27](=[CH:28][CH:29]=[CH:30][CH:31]=4)[CH:26]=[CH:25][N:24]=3)=[N:21][N:22]=2)[CH2:15][CH3:16])=O)[CH2:7][CH2:6]1)([CH3:4])([CH3:3])[CH3:2].P(Cl)(Cl)(Cl)=O, predict the reaction product. The product is: [C:1]([C@@H:5]1[CH2:10][CH2:9][C@H:8]([C:11]2[N:22]3[C:17]([C:18](=[O:33])[NH:19][C:20]([C:23]4[C:32]5[C:27](=[CH:28][CH:29]=[CH:30][CH:31]=5)[CH:26]=[CH:25][N:24]=4)=[N:21]3)=[C:14]([CH2:15][CH3:16])[N:13]=2)[CH2:7][CH2:6]1)([CH3:4])([CH3:3])[CH3:2].